From a dataset of Full USPTO retrosynthesis dataset with 1.9M reactions from patents (1976-2016). Predict the reactants needed to synthesize the given product. (1) Given the product [CH3:1][N:2]1[C:15]2[CH:14]=[CH:13][C:12]([C:16]3[C:25]4[C:20](=[CH:21][CH:22]=[CH:23][CH:24]=4)[CH:19]=[CH:18][CH:17]=3)=[CH:11][C:10]=2[S:9](=[O:45])(=[O:26])[C:8]2[C:3]1=[CH:4][CH:5]=[C:6]([C:27]1[C:36]3[C:31](=[CH:32][CH:33]=[CH:34][CH:35]=3)[CH:30]=[CH:29][CH:28]=1)[CH:7]=2, predict the reactants needed to synthesize it. The reactants are: [CH3:1][N:2]1[C:15]2[CH:14]=[CH:13][C:12]([C:16]3[C:25]4[C:20](=[CH:21][CH:22]=[CH:23][CH:24]=4)[CH:19]=[CH:18][CH:17]=3)=[CH:11][C:10]=2[S:9](=[O:26])[C:8]2[C:3]1=[CH:4][CH:5]=[C:6]([C:27]1[C:36]3[C:31](=[CH:32][CH:33]=[CH:34][CH:35]=3)[CH:30]=[CH:29][CH:28]=1)[CH:7]=2.ClC1C=CC=C(C(OO)=[O:45])C=1. (2) Given the product [CH3:4][C:2]([C:5]1[CH:10]=[CH:9][C:8]([C:11]2[N:12]=[C:13]([NH:22][C:24](=[O:31])[C:25]3[CH:30]=[CH:29][CH:28]=[N:27][CH:26]=3)[S:14][C:15]=2[C:16]2[CH:17]=[CH:18][N:19]=[CH:20][CH:21]=2)=[CH:7][CH:6]=1)([CH3:1])[CH3:3], predict the reactants needed to synthesize it. The reactants are: [CH3:1][C:2]([C:5]1[CH:10]=[CH:9][C:8]([C:11]2[N:12]=[C:13]([NH2:22])[S:14][C:15]=2[C:16]2[CH:21]=[CH:20][N:19]=[CH:18][CH:17]=2)=[CH:7][CH:6]=1)([CH3:4])[CH3:3].Cl.[C:24](Cl)(=[O:31])[C:25]1[CH:30]=[CH:29][CH:28]=[N:27][CH:26]=1.C(=O)([O-])O.[Na+]. (3) The reactants are: [F:1][C:2]1([F:18])[CH2:17][C@@H:5]2[C@:6]([C:10]3[CH:15]=[CH:14][CH:13]=[CH:12][C:11]=3[F:16])([CH3:9])[NH:7][O:8][C@@H:4]2[CH2:3]1. Given the product [F:18][C:2]1([F:1])[CH2:17][C@H:5]2[C@@:6]([C:10]3[CH:15]=[CH:14][CH:13]=[CH:12][C:11]=3[F:16])([CH3:9])[NH:7][O:8][C@H:4]2[CH2:3]1, predict the reactants needed to synthesize it. (4) Given the product [ClH:14].[C:1]([C:5]1[CH:12]=[C:11]([CH2:13][N:18]([CH2:19][CH3:20])[CH2:16][CH3:17])[CH:10]=[C:7]([CH:8]=[O:9])[C:6]=1[OH:15])([CH3:4])([CH3:3])[CH3:2], predict the reactants needed to synthesize it. The reactants are: [C:1]([C:5]1[CH:12]=[C:11]([CH2:13][Cl:14])[CH:10]=[C:7]([CH:8]=[O:9])[C:6]=1[OH:15])([CH3:4])([CH3:3])[CH3:2].[CH2:16]([NH:18][CH2:19][CH3:20])[CH3:17].